Dataset: Reaction yield outcomes from USPTO patents with 853,638 reactions. Task: Predict the reaction yield, written as a fraction of the theoretical maximum amount of product (1.0 means a 100% yield; for example, 0.34 means a 34% yield). (1) The reactants are [NH2:1][C:2]1[S:3][CH:4]=[CH:5][N:6]=1.[S-:7][C:8]#[N:9].[Na+].BrBr.[NH4+].[OH-]. The catalyst is CO.[Na+].[Br-]. The product is [S:7]([C:4]1[S:3][C:2]([NH2:1])=[N:6][CH:5]=1)[C:8]#[N:9]. The yield is 0.550. (2) The reactants are [Cl:1][C:2]1[C:6]2=[CH:7][CH:8]=[C:9]3[C:14]([O:13][C:12]([C:15]4[CH:20]=[CH:19][CH:18]=[CH:17][CH:16]=4)=[C:11]([I:21])[C:10]3=[O:22])=[C:5]2[NH:4][N:3]=1.[C:23](=O)([O-])[O-].[Cs+].[Cs+].IC. The catalyst is CN(C=O)C. The product is [Cl:1][C:2]1[C:6]2=[CH:7][CH:8]=[C:9]3[C:14]([O:13][C:12]([C:15]4[CH:20]=[CH:19][CH:18]=[CH:17][CH:16]=4)=[C:11]([I:21])[C:10]3=[O:22])=[C:5]2[N:4]([CH3:23])[N:3]=1. The yield is 0.580. (3) The reactants are [Br:1][C:2]1[CH:3]=[CH:4][C:5]([C:8]([F:15])([F:14])[C:9]([O:11]CC)=[O:10])=[N:6][CH:7]=1.O1CCCC1.CO.O.[OH-].[Li+]. The catalyst is O. The product is [Br:1][C:2]1[CH:3]=[CH:4][C:5]([C:8]([F:15])([F:14])[C:9]([OH:11])=[O:10])=[N:6][CH:7]=1. The yield is 0.690. (4) The reactants are [O-:1][Mn](=O)(=O)=O.[K+].[CH3:7][N:8]1[C:12]([S:13][CH3:14])=[N:11][N:10]=[C:9]1[C:15]1[CH:16]=[N:17][CH:18]=[CH:19][CH:20]=1.[OH-:21].[Na+].C(Cl)(Cl)Cl. The catalyst is O.C(O)(=O)C. The product is [CH3:7][N:8]1[C:12]([S:13]([CH3:14])(=[O:1])=[O:21])=[N:11][N:10]=[C:9]1[C:15]1[CH:16]=[N:17][CH:18]=[CH:19][CH:20]=1. The yield is 0.530. (5) The reactants are [OH:1][C:2]1[CH:7]=[CH:6][C:5]([C:8](=[C:18]2[CH2:23][C:22]([CH3:25])([CH3:24])[CH2:21][C:20]([CH3:27])([CH3:26])[CH2:19]2)[C:9]2[CH:17]=[CH:16][C:12]([C:13](O)=[O:14])=[CH:11][CH:10]=2)=[CH:4][CH:3]=1.CC[N:30](CC)CC.ClC(OCC)=O.[NH4+].[OH-].[NH4+].[Cl-]. The catalyst is C1COCC1. The product is [OH:1][C:2]1[CH:7]=[CH:6][C:5]([C:8](=[C:18]2[CH2:23][C:22]([CH3:25])([CH3:24])[CH2:21][C:20]([CH3:27])([CH3:26])[CH2:19]2)[C:9]2[CH:17]=[CH:16][C:12]([C:13]([NH2:30])=[O:14])=[CH:11][CH:10]=2)=[CH:4][CH:3]=1. The yield is 0.350. (6) The reactants are [NH2:1][C@:2]1([CH2:9][C:10]#[C:11][C:12]2[N:17]=[C:16]([C:18]3[CH:23]=[C:22]([O:24][CH2:25][CH3:26])[CH:21]=[CH:20][C:19]=3[F:27])[CH:15]=[C:14]([CH3:28])[N:13]=2)[CH2:6][CH2:5][N:4]([CH3:7])[C:3]1=[O:8]. The catalyst is CC#N.CCOC(C)=O.FC(F)(F)S([O-])(=O)=O.[Ag+]. The product is [CH2:25]([O:24][C:22]1[CH:21]=[CH:20][C:19]([F:27])=[C:18]([C:16]2[CH:15]=[C:14]([CH3:28])[N:13]=[C:12]([C:11]3[CH2:10][CH2:9][C@:2]4([CH2:6][CH2:5][N:4]([CH3:7])[C:3]4=[O:8])[N:1]=3)[N:17]=2)[CH:23]=1)[CH3:26]. The yield is 0.749. (7) The reactants are C(N1C=CN=C1)(N1C=CN=C1)=O.[CH2:13]([O:15][C:16]1[C:24]2[CH2:23][N:22]([C:25]3[CH:30]=[CH:29][C:28]([CH2:31][C:32](O)=[O:33])=[CH:27][CH:26]=3)[C:21](=[O:35])[C:20]=2[C:19]([O:36][CH2:37][CH3:38])=[C:18]2[CH:39]=[CH:40][CH:41]=[CH:42][C:17]=12)[CH3:14].[F:43][C:44]1[CH:49]=[CH:48][C:47]([S:50]([NH2:53])(=[O:52])=[O:51])=[CH:46][CH:45]=1.C(N(CC)C(C)C)(C)C. The catalyst is ClCCl. The product is [CH2:13]([O:15][C:16]1[C:24]2[CH2:23][N:22]([C:25]3[CH:30]=[CH:29][C:28]([CH2:31][C:32]([NH:53][S:50]([C:47]4[CH:46]=[CH:45][C:44]([F:43])=[CH:49][CH:48]=4)(=[O:52])=[O:51])=[O:33])=[CH:27][CH:26]=3)[C:21](=[O:35])[C:20]=2[C:19]([O:36][CH2:37][CH3:38])=[C:18]2[CH:39]=[CH:40][CH:41]=[CH:42][C:17]=12)[CH3:14]. The yield is 0.353.